The task is: Predict which catalyst facilitates the given reaction.. This data is from Catalyst prediction with 721,799 reactions and 888 catalyst types from USPTO. (1) Reactant: [F:1][C:2]([F:9])([F:8])[C:3]1[N:4]=[CH:5][NH:6][CH:7]=1.[H-].[Na+].FC(F)(F)S(O[C:18]1[C:23]([CH3:24])=[CH:22][C:21]([N+:25]([O-:27])=[O:26])=[CH:20][C:19]=1[CH3:28])(=O)=O. Product: [CH3:24][C:23]1[CH:22]=[C:21]([N+:25]([O-:27])=[O:26])[CH:20]=[C:19]([CH3:28])[C:18]=1[N:6]1[CH:7]=[C:3]([C:2]([F:9])([F:8])[F:1])[N:4]=[CH:5]1. The catalyst class is: 18. (2) Reactant: [NH2:1][C:2]1[CH:7]=[CH:6][C:5]([C:8]2[N:13]=[C:12]([NH:14][C@H:15]([C:17]3[CH:22]=[CH:21][CH:20]=[CH:19][CH:18]=3)[CH3:16])[CH:11]=[N:10][CH:9]=2)=[CH:4][CH:3]=1.C(N(CC)CC)C.[CH3:30][S:31](Cl)(=[O:33])=[O:32].O. Product: [C:17]1([C@@H:15]([NH:14][C:12]2[N:13]=[C:8]([C:5]3[CH:4]=[CH:3][C:2]([NH:1][S:31]([CH3:30])(=[O:33])=[O:32])=[CH:7][CH:6]=3)[CH:9]=[N:10][CH:11]=2)[CH3:16])[CH:18]=[CH:19][CH:20]=[CH:21][CH:22]=1. The catalyst class is: 1.